Regression. Given two drug SMILES strings and cell line genomic features, predict the synergy score measuring deviation from expected non-interaction effect. From a dataset of NCI-60 drug combinations with 297,098 pairs across 59 cell lines. (1) Drug 1: C1CC(C1)(C(=O)O)C(=O)O.[NH2-].[NH2-].[Pt+2]. Drug 2: CC1=C2C(C(=O)C3(C(CC4C(C3C(C(C2(C)C)(CC1OC(=O)C(C(C5=CC=CC=C5)NC(=O)OC(C)(C)C)O)O)OC(=O)C6=CC=CC=C6)(CO4)OC(=O)C)O)C)O. Cell line: OVCAR-8. Synergy scores: CSS=-4.82, Synergy_ZIP=-1.50, Synergy_Bliss=-5.82, Synergy_Loewe=-9.13, Synergy_HSA=-9.93. (2) Drug 1: C1=NC2=C(N1)C(=S)N=CN2. Drug 2: CN(CCCl)CCCl.Cl. Cell line: COLO 205. Synergy scores: CSS=30.8, Synergy_ZIP=-6.78, Synergy_Bliss=-3.29, Synergy_Loewe=-3.63, Synergy_HSA=0.534. (3) Drug 1: C1=C(C(=O)NC(=O)N1)F. Drug 2: CC1=C(C(CCC1)(C)C)C=CC(=CC=CC(=CC(=O)O)C)C. Cell line: HCT-15. Synergy scores: CSS=35.1, Synergy_ZIP=0.544, Synergy_Bliss=-3.46, Synergy_Loewe=-6.08, Synergy_HSA=-3.50. (4) Drug 1: CCC(=C(C1=CC=CC=C1)C2=CC=C(C=C2)OCCN(C)C)C3=CC=CC=C3.C(C(=O)O)C(CC(=O)O)(C(=O)O)O. Drug 2: CCN(CC)CCCC(C)NC1=C2C=C(C=CC2=NC3=C1C=CC(=C3)Cl)OC. Cell line: PC-3. Synergy scores: CSS=6.99, Synergy_ZIP=-2.45, Synergy_Bliss=-0.356, Synergy_Loewe=-0.825, Synergy_HSA=-0.316. (5) Drug 1: C1C(C(OC1N2C=NC3=C(N=C(N=C32)Cl)N)CO)O. Drug 2: CC1=C2C(C(=O)C3(C(CC4C(C3C(C(C2(C)C)(CC1OC(=O)C(C(C5=CC=CC=C5)NC(=O)OC(C)(C)C)O)O)OC(=O)C6=CC=CC=C6)(CO4)OC(=O)C)O)C)O. Cell line: NCI-H460. Synergy scores: CSS=1.19, Synergy_ZIP=-0.616, Synergy_Bliss=0.465, Synergy_Loewe=-2.99, Synergy_HSA=-2.49. (6) Drug 1: CC1=C(C=C(C=C1)NC(=O)C2=CC=C(C=C2)CN3CCN(CC3)C)NC4=NC=CC(=N4)C5=CN=CC=C5. Drug 2: C(CCl)NC(=O)N(CCCl)N=O. Cell line: SF-268. Synergy scores: CSS=17.9, Synergy_ZIP=-6.22, Synergy_Bliss=-4.30, Synergy_Loewe=-3.37, Synergy_HSA=-0.438. (7) Drug 1: CC(C1=C(C=CC(=C1Cl)F)Cl)OC2=C(N=CC(=C2)C3=CN(N=C3)C4CCNCC4)N. Drug 2: CC1=C(C(=CC=C1)Cl)NC(=O)C2=CN=C(S2)NC3=CC(=NC(=N3)C)N4CCN(CC4)CCO. Cell line: HT29. Synergy scores: CSS=36.5, Synergy_ZIP=1.59, Synergy_Bliss=7.64, Synergy_Loewe=3.12, Synergy_HSA=7.83. (8) Drug 1: C1CCN(CC1)CCOC2=CC=C(C=C2)C(=O)C3=C(SC4=C3C=CC(=C4)O)C5=CC=C(C=C5)O. Drug 2: COC1=CC(=CC(=C1O)OC)C2C3C(COC3=O)C(C4=CC5=C(C=C24)OCO5)OC6C(C(C7C(O6)COC(O7)C8=CC=CS8)O)O. Cell line: A549. Synergy scores: CSS=40.9, Synergy_ZIP=-1.02, Synergy_Bliss=-2.59, Synergy_Loewe=-1.69, Synergy_HSA=-2.34. (9) Drug 1: CN(C)N=NC1=C(NC=N1)C(=O)N. Drug 2: C1CN1P(=S)(N2CC2)N3CC3. Cell line: MDA-MB-435. Synergy scores: CSS=-10.2, Synergy_ZIP=1.53, Synergy_Bliss=-6.49, Synergy_Loewe=-12.0, Synergy_HSA=-11.0.